From a dataset of Forward reaction prediction with 1.9M reactions from USPTO patents (1976-2016). Predict the product of the given reaction. Given the reactants [CH3:1][O:2][C:3]1[CH:4]=[C:5]2[C:10](=[CH:11][C:12]=1[O:13][CH3:14])[C:9]([CH2:15][CH2:16][CH3:17])=[N:8][C:7]([OH:18])=[CH:6]2.Cl.Cl[CH2:21][C:22]1[C:23]([NH:34][CH2:35][CH2:36][O:37][CH3:38])=[N:24][C:25]2[C:30]([CH:31]=1)=[CH:29][C:28]([O:32][CH3:33])=[CH:27][CH:26]=2.[Li+].[OH-], predict the reaction product. The product is: [CH3:1][O:2][C:3]1[CH:4]=[C:5]2[C:10](=[CH:11][C:12]=1[O:13][CH3:14])[C:9]([CH2:15][CH2:16][CH3:17])=[N:8][C:7]([OH:18])=[C:6]2[CH2:21][C:22]1[C:23]([NH:34][CH2:35][CH2:36][O:37][CH3:38])=[N:24][C:25]2[C:30]([CH:31]=1)=[CH:29][C:28]([O:32][CH3:33])=[CH:27][CH:26]=2.